Dataset: Experimentally validated miRNA-target interactions with 360,000+ pairs, plus equal number of negative samples. Task: Binary Classification. Given a miRNA mature sequence and a target amino acid sequence, predict their likelihood of interaction. (1) The miRNA is hsa-miR-4666a-3p with sequence CAUACAAUCUGACAUGUAUUU. The protein sequence of the target gene is MEDGPVFYGFKNIFITMFATFFFFKLLIKVFLALLTHFYIVKGNRKEAARIAEEIYGGISDCWADRSPLHEAAAQGRLLALKTLIAQGVNVNLVTINRVSSLHEACLGGHVACAKALLENGAHVNGVTVHGATPLFNACCSGSAACVNVLLEFGAKAQLEVHLASPIHEAVKRGHRECMEILLANNVNIDHEVPQLGTPLYVACTYQRVDCVKKLLELGASVDHGQWLDTPLHAAARQSNVEVIHLLTDYGANLKRRNAQGKSALDLAAPKSSVEQALLLREGPPALSQLCRLCVRKCLG.... Result: 1 (interaction). (2) The miRNA is hsa-miR-1207-3p with sequence UCAGCUGGCCCUCAUUUC. The protein sequence of the target gene is MFRDFGEPGPSSGNGGGYGGPAQPPAAAQAAQQKFHLVPSINTMSGSQELQWMVQPHFLGPSSYPRPLTYPQYSPPQPRPGVIRALGPPPGVRRRPCEQISPEEEERRRVRRERNKLAAAKCRNRRKELTDFLQAETDKLEDEKSGLQREIEELQKQKERLELVLEAHRPICKIPEGAKEGDTGSTSGTSSPPAPCRPVPCISLSPGPVLEPEALHTPTLMTTPSLTPFTPSLVFTYPSTPEPCASAHRKSSSSSGDPSSDPLGSPTLLAL. Result: 1 (interaction). (3) The miRNA is hsa-miR-570-3p with sequence CGAAAACAGCAAUUACCUUUGC. The protein sequence of the target gene is MTSSYGHVLERQPALGGRLDSPGNLDTLQAKKNFSVSHLLDLEEAGDMVAAQADENVGEAGRSLLESPGLTSGSDTPQQDNDQLNSEEKKKRKQRRNRTTFNSSQLQALERVFERTHYPDAFVREDLARRVNLTEARVQVWFQNRRAKFRRNERAMLANKNASLLKSYSGDVTAVEQPIVPRPAPRPTDYLSWGTASPYSAMATYSATCANNSPAQGINMANSIANLRLKAKEYSLQRNQVPTVN. Result: 0 (no interaction). (4) The miRNA is mmu-miR-5107-5p with sequence UGGGCAGAGGAGGCAGGGACA. The protein sequence of the target gene is MKVLLLTGLGALFFAYYWDDNFDPASLQGARVLLTGANAGVGEELAYHYARLGSHLVLTAHTEALLQKVVGNCRKLGAPKVFYIAADMASPEAPESVVQFALDKLGGLDYLVLNHIGGAPAGTRARSPQATRWLMQVNFVSYVQLTSRALPSLTDSKGSLVVVSSLLGRVPTSFSTPYSAAKFALDGFFGSLRRELDVQDVNVAITMCVLGLRDRASAAEAVRSSTSRPRQPEHRGVPLQSQTAMFLPPTVPGARTLTETPLRGWPQPKMKSSRQKSKTEKNDGHLEPVTAWEVQVPRVR.... Result: 0 (no interaction). (5) The miRNA is hsa-miR-4687-5p with sequence CAGCCCUCCUCCCGCACCCAAA. The protein sequence of the target gene is MAKSRRDRNSWGGFSEKSSDWSSEEEEPVRKAGPVQVLIVKDDHSFELDEAALNRILLSQAVRDKEVVAVSVAGAFRKGKSFLMDFMLRYMYNQESVDWVGDYNEPLTGFSWRGGSERETTGIQIWSEVFLINKLDGKKVAVLLMDTQGTFDSQSTLRDSATVFALSTMISSIQVYNLSQNVQEDDLQHLQLFTEYGRLAMEETFLKPFQSLIFLVRDWSFPYEFSYGADGGAKFLEKRLKVSGNQHEELQNVRKHIHSCFTNISCFLLPHPGLKVATNPNFDGKLKEIDDEFIKNLKIL.... Result: 0 (no interaction). (6) The protein sequence of the target gene is MSEESNDDKKPTTKFELERETELRFEVEASQSVQLELLAGMAEIFGTELTRNKKFTFDAGAKVAVFTWHGCSLQLSGRTEVAYVSKDTPMLLYLNTHTALEQMRRQAEKEEERGPRVMVVGPTDVGKSTVCRLLLNYAVRLGRRPTYVELDVGQGSVSIPGTMGALYIERPADVEEGFSIQAPLVYHFGSTTPGTNIKLYNKITSRLADVFNQRCEVNRRASVSGCVINTCGWVKGYGYQALVHAASAFEVDVVVVLDQERLYNELKRDLPHFVRTVLLPKSGGVVERSKDFRRECRDER.... The miRNA is mmu-miR-27a-5p with sequence AGGGCUUAGCUGCUUGUGAGCA. Result: 0 (no interaction).